This data is from Full USPTO retrosynthesis dataset with 1.9M reactions from patents (1976-2016). The task is: Predict the reactants needed to synthesize the given product. (1) The reactants are: [Cl:1][C:2]1[CH:31]=[CH:30][C:5]([CH2:6][NH:7][C:8]([C:10]2[C:19](=[O:20])[C:18]3[C:13](=[C:14](I)[CH:15]=[C:16]([CH2:21][N:22]4[CH2:27][CH2:26][O:25][CH2:24][CH2:23]4)[CH:17]=3)[N:12]([CH3:29])[CH:11]=2)=[O:9])=[CH:4][CH:3]=1.C(NCC)C.[CH3:37][CH:38]([OH:42])[CH2:39][C:40]#[CH:41]. Given the product [Cl:1][C:2]1[CH:31]=[CH:30][C:5]([CH2:6][NH:7][C:8]([C:10]2[C:19](=[O:20])[C:18]3[C:13](=[C:14]([C:41]#[C:40][CH2:39][CH:38]([OH:42])[CH3:37])[CH:15]=[C:16]([CH2:21][N:22]4[CH2:27][CH2:26][O:25][CH2:24][CH2:23]4)[CH:17]=3)[N:12]([CH3:29])[CH:11]=2)=[O:9])=[CH:4][CH:3]=1, predict the reactants needed to synthesize it. (2) Given the product [CH3:1][O:2][C:3]([C:5]1[N:6]([C:26]([O:28][C:29]([CH3:32])([CH3:31])[CH3:30])=[O:25])[C:7]2[C:12]([CH:13]=1)=[CH:11][C:10]([CH3:14])=[CH:9][C:8]=2[N+:15]([O-:17])=[O:16])=[O:4], predict the reactants needed to synthesize it. The reactants are: [CH3:1][O:2][C:3]([C:5]1[NH:6][C:7]2[C:12]([CH:13]=1)=[CH:11][C:10]([CH3:14])=[CH:9][C:8]=2[N+:15]([O-:17])=[O:16])=[O:4].C(N(CC)CC)C.[O:25](C(OC(C)(C)C)=O)[C:26]([O:28][C:29]([CH3:32])([CH3:31])[CH3:30])=O.O. (3) Given the product [CH3:1][C:2]1[CH:3]=[N:4][C:5]2[CH:6]=[CH:7][CH:8]=[C:9]([CH:12]=[O:13])[C:10]=2[CH:11]=1, predict the reactants needed to synthesize it. The reactants are: [CH3:1][C:2]1[CH:3]=[N:4][C:5]2[C:10]([CH:11]=1)=[C:9]([CH2:12][OH:13])[CH:8]=[CH:7][CH:6]=2. (4) Given the product [CH3:23][O:22][C:19]1[CH:20]=[CH:21][C:16]([CH2:15][N:7]2[CH:8]3[CH:13]([CH:12]=[CH:11][CH:10]=[CH:9]3)[CH2:14][C:5]([CH3:25])([CH2:4][CH2:3][CH2:2][NH:28][CH3:26])[C:6]2=[O:24])=[CH:17][CH:18]=1, predict the reactants needed to synthesize it. The reactants are: O[CH2:2][CH2:3][CH2:4][C:5]1([CH3:25])[CH2:14][CH:13]2[CH:8]([CH:9]=[CH:10][CH:11]=[CH:12]2)[N:7]([CH2:15][C:16]2[CH:21]=[CH:20][C:19]([O:22][CH3:23])=[CH:18][CH:17]=2)[C:6]1=[O:24].[CH2:26]([N:28](CC)CC)C.CS(Cl)(=O)=O.C(OCC)(=O)C. (5) Given the product [CH2:15]([O:14][C:10]1[C:9]([OH:17])=[C:8]2[C:13]([C:4]([CH2:29][C:28]3[CH:31]=[C:24]([N+:21]([O-:23])=[O:22])[C:25]([OH:34])=[C:26]([O:32][CH3:33])[CH:27]=3)=[CH:5][N:6]=[CH:7]2)=[CH:12][CH:11]=1)[CH3:16], predict the reactants needed to synthesize it. The reactants are: C(O[CH:4](OCC)[CH2:5][NH:6][CH2:7][C:8]1[CH:13]=[CH:12][CH:11]=[C:10]([O:14][CH2:15][CH3:16])[C:9]=1[OH:17])C.[N+:21]([C:24]1[C:25]([OH:34])=[C:26]([O:32][CH3:33])[CH:27]=[C:28]([CH:31]=1)[CH:29]=O)([O-:23])=[O:22].Cl. (6) Given the product [Cl:17][C:18]1[CH:19]=[C:20]2[C:24](=[CH:25][CH:26]=1)[NH:23][C:22](=[O:27])[C:21]2=[CH:1][C:3]1[NH:4][C:5]2[CH2:6][CH2:7][CH2:8][CH2:9][C:10]=2[C:11]=1[CH2:12][CH2:13][C:14]([OH:16])=[O:15], predict the reactants needed to synthesize it. The reactants are: [CH:1]([C:3]1[NH:4][C:5]2[CH2:6][CH2:7][CH2:8][CH2:9][C:10]=2[C:11]=1[CH2:12][CH2:13][C:14]([OH:16])=[O:15])=O.[Cl:17][C:18]1[CH:19]=[C:20]2[C:24](=[CH:25][CH:26]=1)[NH:23][C:22](=[O:27])[CH2:21]2.N1CCCCC1.N1CCCC1.